The task is: Predict which catalyst facilitates the given reaction.. This data is from Catalyst prediction with 721,799 reactions and 888 catalyst types from USPTO. Reactant: Cl[C:2]1[C:11]2[C:6](=[CH:7][C:8]([CH3:12])=[CH:9][CH:10]=2)[N:5]=[C:4]([C:13]2[CH:18]=[CH:17][CH:16]=[CH:15][C:14]=2[OH:19])[N:3]=1.[NH:20]1[CH2:25][CH2:24][CH:23]([NH:26][C:27](=[O:33])[O:28][C:29]([CH3:32])([CH3:31])[CH3:30])[CH2:22][CH2:21]1.C(N(CC)CC)C.O. Product: [OH:19][C:14]1[CH:15]=[CH:16][CH:17]=[CH:18][C:13]=1[C:4]1[N:3]=[C:2]([N:20]2[CH2:21][CH2:22][CH:23]([NH:26][C:27](=[O:33])[O:28][C:29]([CH3:31])([CH3:30])[CH3:32])[CH2:24][CH2:25]2)[C:11]2[C:6](=[CH:7][C:8]([CH3:12])=[CH:9][CH:10]=2)[N:5]=1. The catalyst class is: 4.